From a dataset of Reaction yield outcomes from USPTO patents with 853,638 reactions. Predict the reaction yield, written as a fraction of the theoretical maximum amount of product (1.0 means a 100% yield; for example, 0.34 means a 34% yield). (1) The reactants are [CH3:1][C:2]1[N:25]([CH3:26])[C:5]2[CH:6]=[C:7]([C:22]([OH:24])=O)[C:8]3[CH2:9][CH2:10][C:11]4([NH:20][C:21]=3[C:4]=2[N:3]=1)[CH2:19][C:18]1[C:13](=[CH:14][CH:15]=[CH:16][CH:17]=1)[CH2:12]4.CN(C(ON1N=NC2C=CC=CC1=2)=[N+](C)C)C.[B-](F)(F)(F)F.[NH2:49][CH2:50][C@@H:51]([OH:53])[CH3:52]. The catalyst is CN(C)C=O. The product is [OH:53][C@@H:51]([CH3:52])[CH2:50][NH:49][C:22]([C:7]1[C:8]2[CH2:9][CH2:10][C:11]3([NH:20][C:21]=2[C:4]2[N:3]=[C:2]([CH3:1])[N:25]([CH3:26])[C:5]=2[CH:6]=1)[CH2:12][C:13]1[C:18](=[CH:17][CH:16]=[CH:15][CH:14]=1)[CH2:19]3)=[O:24]. The yield is 0.650. (2) The reactants are [CH:1]([O:14][N:15]1[CH:20]=[C:19]([O:21][CH2:22][C:23]2[CH:28]=[CH:27][C:26]([O:29][CH3:30])=[CH:25][CH:24]=2)[C:18](=[O:31])[CH:17]=[C:16]1[CH2:32]O)([C:8]1[CH:13]=[CH:12][CH:11]=[CH:10][CH:9]=1)[C:2]1[CH:7]=[CH:6][CH:5]=[CH:4][CH:3]=1.[C:34]1(=[O:44])[NH:38][C:37](=[O:39])[C:36]2=[CH:40][CH:41]=[CH:42][CH:43]=[C:35]12.C1(P(C2C=CC=CC=2)C2C=CC=CC=2)C=CC=CC=1.N(C(OC(C)C)=O)=NC(OC(C)C)=O. The catalyst is C1COCC1.CN(C=O)C. The product is [CH:1]([O:14][N:15]1[CH:20]=[C:19]([O:21][CH2:22][C:23]2[CH:28]=[CH:27][C:26]([O:29][CH3:30])=[CH:25][CH:24]=2)[C:18](=[O:31])[CH:17]=[C:16]1[CH2:32][N:38]1[C:34](=[O:44])[C:35]2[C:36](=[CH:40][CH:41]=[CH:42][CH:43]=2)[C:37]1=[O:39])([C:8]1[CH:13]=[CH:12][CH:11]=[CH:10][CH:9]=1)[C:2]1[CH:3]=[CH:4][CH:5]=[CH:6][CH:7]=1. The yield is 0.643.